Dataset: Reaction yield outcomes from USPTO patents with 853,638 reactions. Task: Predict the reaction yield, written as a fraction of the theoretical maximum amount of product (1.0 means a 100% yield; for example, 0.34 means a 34% yield). (1) The reactants are [CH2:1]([N:3]([C:25](=[O:30])[C:26]([F:29])([F:28])[F:27])[CH:4]([CH3:24])[CH2:5][C:6]1[CH:23]=[CH:22][C:9]2[O:10][CH:11]([CH2:13][NH:14][C:15](=[O:21])[CH2:16][CH2:17][C:18]([OH:20])=[O:19])[O:12][C:8]=2[CH:7]=1)[CH3:2].O[N:32]1[C:36](=[O:37])[CH2:35][CH2:34][C:33]1=[O:38].C(N=C=NCCCN(C)C)C. The product is [O:38]=[C:33]1[CH2:34][CH2:35][C:36](=[O:37])[N:32]1[O:19][C:18](=[O:20])[CH2:17][CH2:16][C:15]([NH:14][CH2:13][CH:11]1[O:10][C:9]2[CH:22]=[CH:23][C:6]([CH2:5][CH:4]([N:3]([CH2:1][CH3:2])[C:25](=[O:30])[C:26]([F:28])([F:29])[F:27])[CH3:24])=[CH:7][C:8]=2[O:12]1)=[O:21]. The catalyst is ClCCl. The yield is 0.840. (2) The reactants are [Cl:1][C:2]1[C:3]([O:12][C:13]2[CH:17]=[C:16]([C:18]([F:21])([F:20])[F:19])[NH:15][N:14]=2)=[N:4][CH:5]=[C:6]([C:8]([F:11])([F:10])[F:9])[CH:7]=1.[CH3:22][N:23]=[C:24]=[O:25]. No catalyst specified. The product is [CH3:22][NH:23][C:24]([N:15]1[C:16]([C:18]([F:21])([F:19])[F:20])=[CH:17][C:13]([O:12][C:3]2[C:2]([Cl:1])=[CH:7][C:6]([C:8]([F:10])([F:9])[F:11])=[CH:5][N:4]=2)=[N:14]1)=[O:25]. The yield is 0.201. (3) The reactants are [C:1]([C:4]1[CH:27]=[CH:26][C:7]([O:8][CH2:9][C:10]2[CH:15]=[CH:14][C:13]([CH:16](O)[C:17]3[CH:18]=[C:19]([CH:22]=[CH:23][CH:24]=3)[C:20]#[N:21])=[CH:12][CH:11]=2)=[C:6]([C:28]([F:31])([F:30])[F:29])[C:5]=1[OH:32])(=[O:3])[CH3:2].[SiH](CC)(CC)CC. The catalyst is C(Cl)Cl. The product is [C:1]([C:4]1[CH:27]=[CH:26][C:7]([O:8][CH2:9][C:10]2[CH:15]=[CH:14][C:13]([CH2:16][C:17]3[CH:18]=[C:19]([CH:22]=[CH:23][CH:24]=3)[C:20]#[N:21])=[CH:12][CH:11]=2)=[C:6]([C:28]([F:30])([F:31])[F:29])[C:5]=1[OH:32])(=[O:3])[CH3:2]. The yield is 0.530. (4) The reactants are Cl[C:2]1[C:14]2[C:13]3[C:8](=[CH:9][CH:10]=[CH:11][CH:12]=3)[NH:7][C:6]=2[N:5]=[C:4]([NH:15][C:16](=[O:21])[C:17]([CH3:20])([CH3:19])[CH3:18])[N:3]=1.CO[C:24]1[CH:30]=[CH:29][C:27]([NH2:28])=[CH:26][CH:25]=1.C(Cl)(Cl)Cl.[CH3:35][OH:36]. No catalyst specified. The product is [CH3:35][O:36][C:25]1[CH:26]=[C:27]([NH:28][C:2]2[C:14]3[C:13]4[C:8](=[CH:9][CH:10]=[CH:11][CH:12]=4)[NH:7][C:6]=3[N:5]=[C:4]([NH:15][C:16](=[O:21])[C:17]([CH3:20])([CH3:19])[CH3:18])[N:3]=2)[CH:29]=[CH:30][CH:24]=1. The yield is 0.510. (5) The reactants are [F:1][C:2]1[CH:7]=[C:6]([S:8]([CH3:11])(=[O:10])=[O:9])[CH:5]=[C:4]([F:12])[C:3]=1[C:13]1[N:18]=[C:17]([C:19]([O-:21])=[O:20])[CH:16]=[CH:15][C:14]=1[F:22].[Li+].[OH-]. The catalyst is C1COCC1. The product is [F:1][C:2]1[CH:7]=[C:6]([S:8]([CH3:11])(=[O:9])=[O:10])[CH:5]=[C:4]([F:12])[C:3]=1[C:13]1[N:18]=[C:17]([C:19]([OH:21])=[O:20])[CH:16]=[CH:15][C:14]=1[F:22]. The yield is 0.910. (6) The reactants are [NH2:1][CH2:2][C:3]1[CH:18]=[CH:17][C:6]([CH2:7][C:8]2[CH:13]=[CH:12][C:11]([N+:14]([O-:16])=[O:15])=[CH:10][CH:9]=2)=[CH:5][CH:4]=1.[CH3:19][O:20][C:21]1[CH:26]=[CH:25][C:24]([S:27](Cl)(=[O:29])=[O:28])=[CH:23][CH:22]=1.C(N(CC)CC)C.Cl. The catalyst is ClCCl. The product is [CH3:19][O:20][C:21]1[CH:22]=[CH:23][C:24]([S:27]([NH:1][CH2:2][C:3]2[CH:18]=[CH:17][C:6]([CH2:7][C:8]3[CH:13]=[CH:12][C:11]([N+:14]([O-:16])=[O:15])=[CH:10][CH:9]=3)=[CH:5][CH:4]=2)(=[O:29])=[O:28])=[CH:25][CH:26]=1. The yield is 1.00. (7) The reactants are CN1C(=O)CCC1.Cl[C:9]1[N:10]=[C:11]([NH:27][CH2:28][CH:29]2[CH2:34][CH2:33][O:32][CH2:31][CH2:30]2)[C:12]2[O:17][N:16]=[C:15]([C:18]3[CH:26]=[CH:25][C:21]([C:22]([OH:24])=[O:23])=[CH:20][CH:19]=3)[C:13]=2[N:14]=1.[CH:35]1([NH2:40])[CH2:39][CH2:38][CH2:37][CH2:36]1.O. The catalyst is C(OCC)(=O)C. The product is [CH:35]1([NH:40][C:9]2[N:10]=[C:11]([NH:27][CH2:28][CH:29]3[CH2:30][CH2:31][O:32][CH2:33][CH2:34]3)[C:12]3[O:17][N:16]=[C:15]([C:18]4[CH:19]=[CH:20][C:21]([C:22]([OH:24])=[O:23])=[CH:25][CH:26]=4)[C:13]=3[N:14]=2)[CH2:39][CH2:38][CH2:37][CH2:36]1. The yield is 0.340.